Regression. Given two drug SMILES strings and cell line genomic features, predict the synergy score measuring deviation from expected non-interaction effect. From a dataset of NCI-60 drug combinations with 297,098 pairs across 59 cell lines. (1) Drug 1: C1=CC(=CC=C1CC(C(=O)O)N)N(CCCl)CCCl.Cl. Drug 2: CCCCC(=O)OCC(=O)C1(CC(C2=C(C1)C(=C3C(=C2O)C(=O)C4=C(C3=O)C=CC=C4OC)O)OC5CC(C(C(O5)C)O)NC(=O)C(F)(F)F)O. Cell line: IGROV1. Synergy scores: CSS=17.0, Synergy_ZIP=-7.95, Synergy_Bliss=2.07, Synergy_Loewe=1.45, Synergy_HSA=2.55. (2) Drug 1: COC1=NC(=NC2=C1N=CN2C3C(C(C(O3)CO)O)O)N. Drug 2: CS(=O)(=O)CCNCC1=CC=C(O1)C2=CC3=C(C=C2)N=CN=C3NC4=CC(=C(C=C4)OCC5=CC(=CC=C5)F)Cl. Cell line: CCRF-CEM. Synergy scores: CSS=44.9, Synergy_ZIP=1.31, Synergy_Bliss=0.925, Synergy_Loewe=-8.89, Synergy_HSA=-2.48. (3) Drug 1: CC12CCC(CC1=CCC3C2CCC4(C3CC=C4C5=CN=CC=C5)C)O. Drug 2: CN1C2=C(C=C(C=C2)N(CCCl)CCCl)N=C1CCCC(=O)O.Cl. Cell line: 786-0. Synergy scores: CSS=14.2, Synergy_ZIP=0.660, Synergy_Bliss=7.83, Synergy_Loewe=7.67, Synergy_HSA=8.73. (4) Drug 1: CN(C)N=NC1=C(NC=N1)C(=O)N. Drug 2: C1=CC(=CC=C1C#N)C(C2=CC=C(C=C2)C#N)N3C=NC=N3. Cell line: SK-MEL-2. Synergy scores: CSS=0.123, Synergy_ZIP=0.696, Synergy_Bliss=-3.30, Synergy_Loewe=-7.42, Synergy_HSA=-6.25. (5) Drug 1: C1CCC(CC1)NC(=O)N(CCCl)N=O. Drug 2: CC1=C(N=C(N=C1N)C(CC(=O)N)NCC(C(=O)N)N)C(=O)NC(C(C2=CN=CN2)OC3C(C(C(C(O3)CO)O)O)OC4C(C(C(C(O4)CO)O)OC(=O)N)O)C(=O)NC(C)C(C(C)C(=O)NC(C(C)O)C(=O)NCCC5=NC(=CS5)C6=NC(=CS6)C(=O)NCCC[S+](C)C)O. Cell line: SK-MEL-28. Synergy scores: CSS=21.8, Synergy_ZIP=6.60, Synergy_Bliss=11.1, Synergy_Loewe=7.96, Synergy_HSA=8.62.